This data is from TCR-epitope binding with 47,182 pairs between 192 epitopes and 23,139 TCRs. The task is: Binary Classification. Given a T-cell receptor sequence (or CDR3 region) and an epitope sequence, predict whether binding occurs between them. (1) The epitope is WICLLQFAY. The TCR CDR3 sequence is RANQRGREISYNEQFF. Result: 1 (the TCR binds to the epitope). (2) The epitope is EPLPQGQLTAY. The TCR CDR3 sequence is CASSGWTALSYEQYF. Result: 0 (the TCR does not bind to the epitope). (3) The epitope is YYRRATRRIR. The TCR CDR3 sequence is CASSQDKARDSNTGELFF. Result: 1 (the TCR binds to the epitope). (4) The epitope is KAFSPEVIPMF. Result: 0 (the TCR does not bind to the epitope). The TCR CDR3 sequence is CASSGQGAGYGYTF. (5) The epitope is SEPVLKGVKL. The TCR CDR3 sequence is CSARNSGDSYEQYF. Result: 0 (the TCR does not bind to the epitope). (6) The epitope is RAKFKQLL. The TCR CDR3 sequence is CASSHSEGAENIQYF. Result: 1 (the TCR binds to the epitope). (7) The epitope is TFYLTNDVSFL. The TCR CDR3 sequence is CASSLAASGPTGDEQFF. Result: 0 (the TCR does not bind to the epitope). (8) The epitope is HTDFSSEIIGY. The TCR CDR3 sequence is CASRLARDEQFF. Result: 1 (the TCR binds to the epitope). (9) The epitope is KAFSPEVIPMF. The TCR CDR3 sequence is CASEDFKNIQYF. Result: 1 (the TCR binds to the epitope). (10) Result: 1 (the TCR binds to the epitope). The epitope is RLRAEAQVK. The TCR CDR3 sequence is CASSQDPHNEQFF.